The task is: Predict the reaction yield, written as a fraction of the theoretical maximum amount of product (1.0 means a 100% yield; for example, 0.34 means a 34% yield).. This data is from Reaction yield outcomes from USPTO patents with 853,638 reactions. (1) The reactants are Br[CH2:2][C:3]([CH3:5])=[CH2:4].[Br:6][C:7]1[CH:12]=[CH:11][C:10]([N+:13]([O-:15])=[O:14])=[CH:9][C:8]=1[NH:16][C:17](=[O:19])[CH3:18].C(=O)([O-])[O-].[K+].[K+]. The catalyst is CN(C=O)C. The product is [Br:6][C:7]1[CH:12]=[CH:11][C:10]([N+:13]([O-:15])=[O:14])=[CH:9][C:8]=1[N:16]([CH2:2][C:3]([CH3:5])=[CH2:4])[C:17](=[O:19])[CH3:18]. The yield is 0.850. (2) The reactants are [F:1][C:2]([F:14])([F:13])[C:3]1[C:8]([C:9]([O:11]C)=O)=[CH:7][N:6]=[CH:5][CH:4]=1.[CH2:15]1C(=O)N([Cl:22])C(=O)C1.[ClH:23]. The catalyst is CC(O)=O.CCOCC. The product is [ClH:22].[Cl:23][CH2:15][C:9]([C:8]1[CH:7]=[N:6][CH:5]=[CH:4][C:3]=1[C:2]([F:1])([F:14])[F:13])=[O:11]. The yield is 0.490. (3) The reactants are [NH2:1][C:2]1[C:7]([NH2:8])=[C:6]([C:9]#[N:10])[CH:5]=[CH:4][C:3]=1[C:11]1[CH:16]=[CH:15][CH:14]=[C:13]([N:17]2[C:26](=[O:27])[C:25]3[C:20](=[CH:21][CH:22]=[CH:23][CH:24]=3)[N:19]=[CH:18]2)[C:12]=1[CH3:28].[CH3:29][N:30]1[CH:34]=[C:33]([CH:35]=O)[CH:32]=[N:31]1.C[Si](Cl)(C)C. The catalyst is CN(C=O)C.CCOC(C)=O. The product is [CH3:29][N:30]1[CH:34]=[C:33]([C:35]2[NH:8][C:7]3[C:6]([C:9]#[N:10])=[CH:5][CH:4]=[C:3]([C:11]4[CH:16]=[CH:15][CH:14]=[C:13]([N:17]5[C:26](=[O:27])[C:25]6[C:20](=[CH:21][CH:22]=[CH:23][CH:24]=6)[N:19]=[CH:18]5)[C:12]=4[CH3:28])[C:2]=3[N:1]=2)[CH:32]=[N:31]1. The yield is 0.400. (4) The reactants are [CH:1]([C@H:3]1[CH2:8][CH2:7][C@H:6]([N:9]2[C:14](=[O:15])[C:13]([CH2:16][C:17]3[CH:22]=[CH:21][C:20]([C:23]4[C:24]([C:29]#[N:30])=[CH:25][CH:26]=[CH:27][CH:28]=4)=[CH:19][CH:18]=3)=[C:12]([CH2:31][CH2:32][CH3:33])[N:11]3[N:34]=[CH:35][N:36]=[C:10]23)[CH2:5][CH2:4]1)=[O:2].Br[Mg][C:39]1[CH:44]=[CH:43][C:42]([O:45][CH3:46])=[CH:41][CH:40]=1.Cl. The catalyst is O1CCCC1. The product is [OH:2][CH:1]([C:39]1[CH:44]=[CH:43][C:42]([O:45][CH3:46])=[CH:41][CH:40]=1)[C@H:3]1[CH2:4][CH2:5][C@H:6]([N:9]2[C:14](=[O:15])[C:13]([CH2:16][C:17]3[CH:22]=[CH:21][C:20]([C:23]4[C:24]([C:29]#[N:30])=[CH:25][CH:26]=[CH:27][CH:28]=4)=[CH:19][CH:18]=3)=[C:12]([CH2:31][CH2:32][CH3:33])[N:11]3[N:34]=[CH:35][N:36]=[C:10]23)[CH2:7][CH2:8]1. The yield is 0.700.